This data is from Reaction yield outcomes from USPTO patents with 853,638 reactions. The task is: Predict the reaction yield, written as a fraction of the theoretical maximum amount of product (1.0 means a 100% yield; for example, 0.34 means a 34% yield). (1) The reactants are [CH2:1]([O:3][C:4]([CH:6]1[CH2:11][CH2:10][N:9]([C:12]([O:14][C:15]([CH3:18])([CH3:17])[CH3:16])=[O:13])[CH2:8][CH2:7]1)=[O:5])[CH3:2].[CH:19]([N-]C(C)C)(C)[CH3:20].[Li+].ICC.[Cl-].[NH4+]. The product is [CH2:19]([C:6]1([C:4]([O:3][CH2:1][CH3:2])=[O:5])[CH2:11][CH2:10][N:9]([C:12]([O:14][C:15]([CH3:17])([CH3:16])[CH3:18])=[O:13])[CH2:8][CH2:7]1)[CH3:20]. The yield is 0.820. The catalyst is C1COCC1. (2) The reactants are FC(F)(F)C(O)=O.[C:8]([C:11]1[CH:16]=[CH:15][C:14]([NH:17][CH:18]([C:22]2[CH:27]=[CH:26][C:25]([O:28][CH2:29][CH2:30][N:31]([CH3:33])[CH3:32])=[C:24]([O:34][CH2:35][CH3:36])[CH:23]=2)[C:19](O)=[O:20])=[CH:13][CH:12]=1)(=[NH:10])[NH2:9].O.ON1C2C=CC=CC=2N=N1.Cl.C(N=C=NCCCN(C)C)C.[C:60]([O:64][C:65]([NH:67][NH2:68])=[O:66])([CH3:63])([CH3:62])[CH3:61]. The catalyst is CN(C)C=O. The product is [C:60]([O:64][C:65]([NH:67][NH:68][C:19](=[O:20])[CH:18]([NH:17][C:14]1[CH:15]=[CH:16][C:11]([C:8](=[NH:10])[NH2:9])=[CH:12][CH:13]=1)[C:22]1[CH:27]=[CH:26][C:25]([O:28][CH2:29][CH2:30][N:31]([CH3:32])[CH3:33])=[C:24]([O:34][CH2:35][CH3:36])[CH:23]=1)=[O:66])([CH3:63])([CH3:62])[CH3:61]. The yield is 1.42. (3) The reactants are [CH2:1]([N:8]1[CH:13]=[CH:12][CH:11]=[C:10]([O:14]C)[C:9]1=[S:16])[C:2]1[CH:7]=[CH:6][CH:5]=[CH:4][CH:3]=1.B(Br)(Br)Br. The catalyst is C(Cl)Cl. The product is [CH2:1]([N:8]1[CH:13]=[CH:12][CH:11]=[C:10]([OH:14])[C:9]1=[S:16])[C:2]1[CH:3]=[CH:4][CH:5]=[CH:6][CH:7]=1. The yield is 0.720. (4) The reactants are C[O:2][C:3]([C:5]1[CH:15]=[CH:14][C:8]2[O:9][C:10]([F:13])([F:12])[O:11][C:7]=2[CH:6]=1)=O.[H-].[Al+3].[Li+].[H-].[H-].[H-].O.[OH-].[Na+]. The catalyst is O1CCCC1. The product is [F:13][C:10]1([F:12])[O:9][C:8]2[CH:14]=[CH:15][C:5]([CH2:3][OH:2])=[CH:6][C:7]=2[O:11]1. The yield is 0.760. (5) The reactants are Cl[C:2]1[C:23]([O:24][CH3:25])=[CH:22][C:5]([C:6]([NH:8][S:9]([C:12]2[CH:17]=[CH:16][CH:15]=[CH:14][C:13]=2[S:18](=[O:21])(=[O:20])[NH2:19])(=[O:11])=[O:10])=[O:7])=[CH:4][N:3]=1.[C:26]([CH:28]1[CH2:33][CH2:32][CH2:31][CH2:30][CH2:29]1)#[CH:27]. No catalyst specified. The product is [CH:28]1([C:26]#[C:27][C:2]2[C:23]([O:24][CH3:25])=[CH:22][C:5]([C:6]([NH:8][S:9]([C:12]3[CH:17]=[CH:16][CH:15]=[CH:14][C:13]=3[S:18](=[O:21])(=[O:20])[NH2:19])(=[O:11])=[O:10])=[O:7])=[CH:4][N:3]=2)[CH2:33][CH2:32][CH2:31][CH2:30][CH2:29]1. The yield is 0.110. (6) The reactants are [CH:1]1([C:4]2[N:8]=[C:7]([CH:9]([OH:33])[CH:10]([NH:13][C:14]([CH:16]([NH:24][C:25]([N:27]3[CH2:32][CH2:31][O:30][CH2:29][CH2:28]3)=[O:26])[CH2:17][C:18]([F:23])([F:22])[CH2:19][CH2:20][CH3:21])=[O:15])[CH2:11][CH3:12])[O:6][N:5]=2)[CH2:3][CH2:2]1.CC(OI1(OC(C)=O)(OC(C)=O)OC(=O)C2C=CC=CC1=2)=O.[O-]S([O-])(=S)=O.[Na+].[Na+]. The catalyst is ClCCl.C([O-])(O)=O.[Na+]. The product is [CH:1]1([C:4]2[N:8]=[C:7]([C:9]([C@@H:10]([NH:13][C:14]([C@@H:16]([NH:24][C:25]([N:27]3[CH2:32][CH2:31][O:30][CH2:29][CH2:28]3)=[O:26])[CH2:17][C:18]([F:23])([F:22])[CH2:19][CH2:20][CH3:21])=[O:15])[CH2:11][CH3:12])=[O:33])[O:6][N:5]=2)[CH2:3][CH2:2]1. The yield is 0.810. (7) The reactants are [Br:1][C:2]1[CH:3]=[C:4]([C:9]([C:11]2[CH:12]=[N:13][CH:14]=[CH:15][CH:16]=2)=[O:10])[CH:5]=[C:6](Br)[CH:7]=1.B1(B2OC(C)(C)C(C)(C)O2)OC(C)(C)C(C)(C)[O:18]1.C([O-])(=O)C.[K+].OOS([O-])=O.[K+]. The catalyst is C1C=CC(P(C2C=CC=CC=2)[C-]2C=CC=C2)=CC=1.C1C=CC(P(C2C=CC=CC=2)[C-]2C=CC=C2)=CC=1.Cl[Pd]Cl.[Fe+2].CS(C)=O.C(Cl)Cl. The product is [Br:1][C:2]1[CH:3]=[C:4]([C:9]([C:11]2[CH:12]=[N:13][CH:14]=[CH:15][CH:16]=2)=[O:10])[CH:5]=[C:6]([OH:18])[CH:7]=1. The yield is 0.570.